Dataset: Peptide-MHC class I binding affinity with 185,985 pairs from IEDB/IMGT. Task: Regression. Given a peptide amino acid sequence and an MHC pseudo amino acid sequence, predict their binding affinity value. This is MHC class I binding data. (1) The peptide sequence is APAKKAAAK. The MHC is HLA-B27:05 with pseudo-sequence HLA-B27:05. The binding affinity (normalized) is 0.0847. (2) The peptide sequence is IVAALVFLI. The MHC is HLA-A02:01 with pseudo-sequence HLA-A02:01. The binding affinity (normalized) is 0.932.